This data is from Forward reaction prediction with 1.9M reactions from USPTO patents (1976-2016). The task is: Predict the product of the given reaction. Given the reactants [F:1][CH:2]([F:24])[C:3]1[N:8]2[N:9]=[CH:10][C:11]([C:12]#[CH:13])=[C:7]2[N:6]=[C:5]([C:14]2[CH:19]=[CH:18][C:17]([C:20]([F:23])([F:22])[F:21])=[CH:16][CH:15]=2)[CH:4]=1.Br[C:26]1[CH:27]=[C:28]([S:32]([NH2:35])(=[O:34])=[O:33])[CH:29]=[CH:30][CH:31]=1, predict the reaction product. The product is: [F:24][CH:2]([F:1])[C:3]1[N:8]2[N:9]=[CH:10][C:11]([C:12]#[C:13][C:26]3[CH:27]=[C:28]([S:32]([NH2:35])(=[O:34])=[O:33])[CH:29]=[CH:30][CH:31]=3)=[C:7]2[N:6]=[C:5]([C:14]2[CH:19]=[CH:18][C:17]([C:20]([F:23])([F:22])[F:21])=[CH:16][CH:15]=2)[CH:4]=1.